Dataset: Reaction yield outcomes from USPTO patents with 853,638 reactions. Task: Predict the reaction yield, written as a fraction of the theoretical maximum amount of product (1.0 means a 100% yield; for example, 0.34 means a 34% yield). (1) The reactants are [F:1][C:2]([F:15])([F:14])[C:3]1[CH:4]=[C:5]2[C:10](=[CH:11][CH:12]=1)[C:9](=[O:13])[NH:8][CH2:7][CH2:6]2.I[C:17]1[CH:18]=[N:19][CH:20]=[CH:21][C:22]=1[CH3:23].P([O-])([O-])([O-])=O.[K+].[K+].[K+]. The catalyst is [Cu](I)I.O1CCOCC1. The product is [CH3:23][C:22]1[CH:21]=[CH:20][N:19]=[CH:18][C:17]=1[N:8]1[CH2:7][CH2:6][C:5]2[C:10](=[CH:11][CH:12]=[C:3]([C:2]([F:1])([F:14])[F:15])[CH:4]=2)[C:9]1=[O:13]. The yield is 0.0938. (2) The reactants are [CH3:1][C:2]1([CH3:43])[C:10]2[C:5](=[CH:6][CH:7]=[CH:8][CH:9]=2)[N:4]([CH:11]2[CH2:16][CH2:15][N:14]([C:17](=[O:41])[C@@H:18]([N:27]([CH3:40])S(C3C=CC=CC=3[N+]([O-])=O)(=O)=O)[CH2:19][CH2:20][C:21]3[CH:26]=[CH:25][CH:24]=[CH:23][CH:22]=3)[CH2:13][CH2:12]2)[C:3]1=[O:42].SCC(O)=O.O.[OH-].[Li+]. The catalyst is CN(C)C=O.C(OCC)(=O)C.C(=O)([O-])O.[Na+]. The product is [CH3:1][C:2]1([CH3:43])[C:10]2[C:5](=[CH:6][CH:7]=[CH:8][CH:9]=2)[N:4]([CH:11]2[CH2:12][CH2:13][N:14]([C:17](=[O:41])[C@@H:18]([NH:27][CH3:40])[CH2:19][CH2:20][C:21]3[CH:26]=[CH:25][CH:24]=[CH:23][CH:22]=3)[CH2:15][CH2:16]2)[C:3]1=[O:42]. The yield is 0.710. (3) The reactants are [Br:1][C:2]1[CH:3]=[C:4]2[C:9](=[CH:10][CH:11]=1)[N:8]=[CH:7][C:6](I)=[C:5]2[O:13][CH3:14].[O:15]1[CH2:19][CH2:18][NH:17][C:16]1=[O:20].P([O-])([O-])([O-])=O.[K+].[K+].[K+].CNC(NC)C. The catalyst is C(OCC)(=O)C.CS(C)=O. The product is [Br:1][C:2]1[CH:3]=[C:4]2[C:9](=[CH:10][CH:11]=1)[N:8]=[CH:7][C:6]([N:17]1[CH2:18][CH2:19][O:15][C:16]1=[O:20])=[C:5]2[O:13][CH3:14]. The yield is 0.450. (4) The reactants are [C:14]1(P([C:14]2[CH:19]=[CH:18][CH:17]=[CH:16][CH:15]=2)[C:14]2[CH:19]=[CH:18][CH:17]=[CH:16][CH:15]=2)[CH:19]=[CH:18][CH:17]=[CH:16][CH:15]=1.[Br:20][CH2:21][CH2:22]O.[N:24]([C:31](OCC)=[O:32])=[N:25][C:26](OCC)=O. The catalyst is C1COCC1. The product is [Br:20][CH2:21][CH2:22][C:26]1[C:15]2[C:14](=[CH:19][CH:18]=[CH:17][CH:16]=2)[C:31](=[O:32])[NH:24][N:25]=1. The yield is 0.810. (5) The reactants are [C:1]12([C:11]3[CH:23]=[CH:22][C:14]([O:15][CH2:16][C:17]([O:19]CC)=[O:18])=[C:13]([CH3:24])[CH:12]=3)[CH2:10][CH:5]3[CH2:6][CH:7]([CH2:9][CH:3]([CH2:4]3)[CH2:2]1)[CH2:8]2.O.[OH-].[Li+].Cl. The catalyst is O.C1COCC1. The product is [C:1]12([C:11]3[CH:23]=[CH:22][C:14]([O:15][CH2:16][C:17]([OH:19])=[O:18])=[C:13]([CH3:24])[CH:12]=3)[CH2:8][CH:7]3[CH2:9][CH:3]([CH2:4][CH:5]([CH2:6]3)[CH2:10]1)[CH2:2]2. The yield is 0.967. (6) The product is [ClH:7].[CH3:46][N:9]([CH3:8])[C:10]1[CH:15]=[CH:14][C:13]([CH2:16][CH2:17][O:18][C:19]2[CH:45]=[CH:44][C:22]([C:23]([NH:25]/[C:26](/[C:38]([NH:40][CH2:41][CH2:42][OH:43])=[O:39])=[CH:27]\[C:28]3[CH:33]=[CH:32][C:31]([O:34][CH:35]([CH3:37])[CH3:36])=[CH:30][CH:29]=3)=[O:24])=[CH:21][CH:20]=2)=[CH:12][CH:11]=1. The yield is 0.990. The catalyst is CO. The reactants are C(OC(=O)C)C.[ClH:7].[CH3:8][N:9]([CH3:46])[C:10]1[CH:15]=[CH:14][C:13]([CH2:16][CH2:17][O:18][C:19]2[CH:45]=[CH:44][C:22]([C:23]([NH:25]/[C:26](/[C:38]([NH:40][CH2:41][CH2:42][OH:43])=[O:39])=[CH:27]\[C:28]3[CH:33]=[CH:32][C:31]([O:34][CH:35]([CH3:37])[CH3:36])=[CH:30][CH:29]=3)=[O:24])=[CH:21][CH:20]=2)=[CH:12][CH:11]=1.